From a dataset of Forward reaction prediction with 1.9M reactions from USPTO patents (1976-2016). Predict the product of the given reaction. (1) Given the reactants [CH2:1]([C:5]1[CH:10]=[CH:9][C:8]([C:11]#[C:12][C:13]2[CH:42]=[CH:41][C:16]([CH2:17][N:18]([C:28]3[CH:29]=[CH:30][C:31]4[C:36](=[O:37])[O:35]C(C)(C)[O:33][C:32]=4[CH:40]=3)[C:19](=[O:27])[CH2:20][CH2:21][CH:22]3[CH2:26][CH2:25][CH2:24][CH2:23]3)=[CH:15][CH:14]=2)=[CH:7][CH:6]=1)[CH2:2][CH2:3][CH3:4].[OH-].[Na+], predict the reaction product. The product is: [CH2:1]([C:5]1[CH:6]=[CH:7][C:8]([C:11]#[C:12][C:13]2[CH:42]=[CH:41][C:16]([CH2:17][N:18]([C:19](=[O:27])[CH2:20][CH2:21][CH:22]3[CH2:23][CH2:24][CH2:25][CH2:26]3)[C:28]3[CH:29]=[CH:30][C:31]([C:36]([OH:37])=[O:35])=[C:32]([OH:33])[CH:40]=3)=[CH:15][CH:14]=2)=[CH:9][CH:10]=1)[CH2:2][CH2:3][CH3:4]. (2) Given the reactants [F:1][C:2]1[CH:7]=[CH:6][C:5]([N:8]2[C:16]3[C:11](=[CH:12][C:13]([O:17][C@H:18]([C:22]4[CH:27]=[CH:26][CH:25]=[C:24]([O:28][CH3:29])[CH:23]=4)[C@@H:19]([NH2:21])[CH3:20])=[CH:14][CH:15]=3)[CH:10]=[N:9]2)=[CH:4][CH:3]=1.[C:30]([O:34][C:35]([N:37]1[CH2:41][CH2:40][CH2:39][C@@H:38]1[C:42](O)=[O:43])=[O:36])([CH3:33])([CH3:32])[CH3:31], predict the reaction product. The product is: [F:1][C:2]1[CH:3]=[CH:4][C:5]([N:8]2[C:16]3[C:11](=[CH:12][C:13]([O:17][C@H:18]([C:22]4[CH:27]=[CH:26][CH:25]=[C:24]([O:28][CH3:29])[CH:23]=4)[C@@H:19]([NH:21][C:42]([C@H:38]4[CH2:39][CH2:40][CH2:41][N:37]4[C:35]([O:34][C:30]([CH3:33])([CH3:32])[CH3:31])=[O:36])=[O:43])[CH3:20])=[CH:14][CH:15]=3)[CH:10]=[N:9]2)=[CH:6][CH:7]=1. (3) Given the reactants [OH:1][N:2]=[C:3]([NH2:10])[C:4]1[CH:9]=[CH:8][CH:7]=[N:6][CH:5]=1.[OH:11][C:12]1[CH:13]=[C:14]([CH:18]=[CH:19][C:20]=1[N+:21]([O-:23])=[O:22])[C:15](O)=O.N, predict the reaction product. The product is: [N+:21]([C:20]1[CH:19]=[CH:18][C:14]([C:15]2[O:1][N:2]=[C:3]([C:4]3[CH:5]=[N:6][CH:7]=[CH:8][CH:9]=3)[N:10]=2)=[CH:13][C:12]=1[OH:11])([O-:23])=[O:22]. (4) The product is: [F:47][C:41]([F:46])([C:42]([F:43])([F:44])[F:45])[C:40]([NH:20][C@:12]([C:12]1[CH:21]=[CH:22][C:23]([F:34])=[C:54]([O:55][CH:14]([CH3:19])[CH3:15])[CH:13]=1)([C:21]1[CH:26]=[C:25]([O:27][C:28]([F:32])([F:33])[CH:29]([F:31])[F:30])[CH:24]=[C:23]([F:34])[CH:22]=1)[CH2:13][C:14]1[CH:15]=[CH:16][CH:17]=[CH:18][CH:19]=1)=[O:48]. Given the reactants FC1C=C([C@:12]([C:21]2[CH:26]=[C:25]([O:27][C:28]([F:33])([F:32])[CH:29]([F:31])[F:30])[CH:24]=[C:23]([F:34])[CH:22]=2)([NH2:20])[CH2:13][C:14]2[CH:19]=[CH:18][CH:17]=[CH:16][CH:15]=2)C=CC=1OC(C)C.[F:46][C:41]([F:47])([C:42]([F:45])([F:44])[F:43])[C:40](O[C:40](=[O:48])[C:41]([F:47])([F:46])[C:42]([F:45])([F:44])[F:43])=[O:48].[CH3:54][OH:55], predict the reaction product. (5) Given the reactants O1CCOCC1.C(OC(=O)[NH:13][C:14]([C:26]1[CH:27]=[N:28][C:29]([Cl:32])=[CH:30][CH:31]=1)([CH3:25])[C:15]([C:17]1[CH:22]=[CH:21][C:20]([Cl:23])=[C:19]([F:24])[CH:18]=1)=[O:16])(C)(C)C.Cl.O1CCOCC1, predict the reaction product. The product is: [NH2:13][C:14]([C:26]1[CH:27]=[N:28][C:29]([Cl:32])=[CH:30][CH:31]=1)([CH3:25])[C:15]([C:17]1[CH:22]=[CH:21][C:20]([Cl:23])=[C:19]([F:24])[CH:18]=1)=[O:16].